Dataset: Experimentally validated miRNA-target interactions with 360,000+ pairs, plus equal number of negative samples. Task: Binary Classification. Given a miRNA mature sequence and a target amino acid sequence, predict their likelihood of interaction. (1) The miRNA is hsa-miR-7843-3p with sequence AUGAAGCCUUCUCUGCCUUACG. The protein sequence of the target gene is MSYQQQQCKQPCQPPPVCPTPKCPEPCPPPKCPEPYLPPPCPPEHCPPPPCQDKCPPVQPYPPCQQKYPPKSK. Result: 0 (no interaction). (2) The miRNA is hsa-miR-30c-1-3p with sequence CUGGGAGAGGGUUGUUUACUCC. The protein sequence of the target gene is MRAPHLHLSAASGARALAKLLPLLMAQLWAAEAALLPQNDTRLDPEAYGSPCARGSQPWQVSLFNGLSFHCAGVLVDQSWVLTAAHCGNKPLWARVGDDHLLLLQGEQLRRTTRSVVHPKYHQGSGPILPRRTDEHDLMLLKLARPVVLGPRVRALQLPYRCAQPGDQCQVAGWGTTAARRVKYNKGLTCSSITILSPKECEVFYPGVVTNNMICAGLDRGQDPCQSDSGGPLVCDETLQGILSWGVYPCGSAQHPAVYTQICKYMSWINKVIRSN. Result: 1 (interaction). (3) The miRNA is mmu-miR-1968-5p with sequence UGCAGCUGUUAAGGAUGGUGGACU. The protein sequence of the target gene is MAAQGYGYYRTVIFSAMFGGYSLYYFNRKTFSFVMPSLVEEIPLDKDDLGFITSSQSAAYAISKFVSGVLSDQMSARWLFSSGLLLVGLVNIFFAWSSTVPVFAALWFLNGLAQGLGWPPCGKVLRKWFEPSQFGTWWAILSTSMNLAGGLGPILATILAQSYSWRSTLALSGALCVVVSFLCLLLIHNEPADVGLRNLDPMPSEGKKGSLKEESTLQELLLSPYLWVLSTGYLVVFGVKTCCTDWGQFFLIQEKGQSALVGSSYMSALEVGGLVGSIAAGYLSDRAMAKAGLSNYGNPR.... Result: 0 (no interaction). (4) Result: 0 (no interaction). The protein sequence of the target gene is MNSGREPRTPRTLLSIADILAPRMVPRAPSAPQLPESGPGPTSPLCALEELTSKTFRGLDARALQPSEGRAGPDALGPGPFGRKRRKSRTAFTAQQVLELERRFVFQKYLAPSERDGLATRLGLANAQVVTWFQNRRAKLKRDVEEMRADVASLRALSPEVLCSLALPEGAPDPGLCLGPAGPDSRPHLSDEEIQVDD. The miRNA is bta-miR-223 with sequence UGUCAGUUUGUCAAAUACCCCA.